From a dataset of Full USPTO retrosynthesis dataset with 1.9M reactions from patents (1976-2016). Predict the reactants needed to synthesize the given product. (1) Given the product [O:31]=[C:27]1[CH:26]([NH:25][C:15]([C:12]2[C:13](=[O:14])[N:8]([CH2:7][CH:1]3[CH2:6][CH2:5][CH2:4][CH2:3][CH2:2]3)[C:9]3[CH2:23][CH2:22][CH2:21][CH2:20][CH2:19][CH2:18][C:10]=3[CH:11]=2)=[O:16])[CH2:30][CH2:29][O:28]1, predict the reactants needed to synthesize it. The reactants are: [CH:1]1([CH2:7][N:8]2[C:13](=[O:14])[C:12]([C:15](O)=[O:16])=[CH:11][C:10]3[CH2:18][CH2:19][CH2:20][CH2:21][CH2:22][CH2:23][C:9]2=3)[CH2:6][CH2:5][CH2:4][CH2:3][CH2:2]1.Br.[NH2:25][CH:26]1[CH2:30][CH2:29][O:28][C:27]1=[O:31].C(N(CC)CC)C.CCCCCC.C(OCC)(=O)C. (2) Given the product [Cl:1][C:2]1[CH:7]=[C:6]2[NH:8][C:9](=[O:31])[C:10]3([CH:14]([CH2:15][C:16]([CH3:17])([CH3:18])[CH3:19])[CH2:13][N:12]([C:20]([N:42]4[CH2:41][CH2:40][N:39]([CH2:38][CH2:37][CH2:36][S:33]([CH3:32])(=[O:34])=[O:35])[CH2:44][CH2:43]4)=[O:21])[CH:11]3[C:23]3[CH:28]=[CH:27][CH:26]=[C:25]([Cl:29])[C:24]=3[F:30])[C:5]2=[CH:4][CH:3]=1, predict the reactants needed to synthesize it. The reactants are: [Cl:1][C:2]1[CH:7]=[C:6]2[NH:8][C:9](=[O:31])[C:10]3([CH:14]([CH2:15][C:16]([CH3:19])([CH3:18])[CH3:17])[CH2:13][N:12]([C:20](Cl)=[O:21])[CH:11]3[C:23]3[CH:28]=[CH:27][CH:26]=[C:25]([Cl:29])[C:24]=3[F:30])[C:5]2=[CH:4][CH:3]=1.[CH3:32][S:33]([CH2:36][CH2:37][CH2:38][N:39]1[CH2:44][CH2:43][NH:42][CH2:41][CH2:40]1)(=[O:35])=[O:34]. (3) Given the product [Cl:1][C:2]1[CH:3]=[C:4]([CH2:10][O:11][C:12]2[N:16]([C:17]3[CH:22]=[C:21]([C:23]([O:25][CH3:26])=[O:24])[CH:20]=[CH:19][N:18]=3)[N:15]=[CH:14][CH:13]=2)[CH:5]=[CH:6][C:7]=1[CH2:8][CH3:9], predict the reactants needed to synthesize it. The reactants are: [Cl:1][C:2]1[CH:3]=[C:4]([CH2:10][O:11][C:12]2[N:16]([C:17]3[CH:22]=[C:21]([C:23]([OH:25])=[O:24])[CH:20]=[CH:19][N:18]=3)[N:15]=[CH:14][CH:13]=2)[CH:5]=[CH:6][C:7]=1[CH2:8][CH3:9].[C:26](#N)C.O. (4) The reactants are: C[O:2][C:3]([C@@H:5]1[CH2:10][N:9]([CH2:11][C:12]2[CH:17]=[CH:16][CH:15]=[CH:14][CH:13]=2)[CH2:8][CH2:7][N:6]1[C:18]([O:20][C:21]([CH3:24])([CH3:23])[CH3:22])=[O:19])=[O:4].[OH-].[Na+]. Given the product [C:21]([O:20][C:18]([N:6]1[CH2:7][CH2:8][N:9]([CH2:11][C:12]2[CH:13]=[CH:14][CH:15]=[CH:16][CH:17]=2)[CH2:10][C@H:5]1[C:3]([OH:4])=[O:2])=[O:19])([CH3:24])([CH3:22])[CH3:23], predict the reactants needed to synthesize it.